From a dataset of Reaction yield outcomes from USPTO patents with 853,638 reactions. Predict the reaction yield, written as a fraction of the theoretical maximum amount of product (1.0 means a 100% yield; for example, 0.34 means a 34% yield). The reactants are [CH2:1]([C:3]1[CH:12]=[N:11][C:10]2[C:5](=[CH:6][CH:7]=[CH:8][CH:9]=2)[N:4]=1)[CH3:2]. The catalyst is C1(C)C=CC=CC=1. The product is [CH2:1]([C@H:3]1[CH2:12][NH:11][C:10]2[C:5](=[CH:6][CH:7]=[CH:8][CH:9]=2)[NH:4]1)[CH3:2]. The yield is 0.960.